This data is from Reaction yield outcomes from USPTO patents with 853,638 reactions. The task is: Predict the reaction yield, written as a fraction of the theoretical maximum amount of product (1.0 means a 100% yield; for example, 0.34 means a 34% yield). (1) The reactants are [Cl:1][C:2]1[CH:10]=[C:9](I)[C:5]2[O:6][CH2:7][O:8][C:4]=2[C:3]=1[NH:12][C:13]1[C:22]2[C:17](=[CH:18][C:19]([O:25][CH2:26][CH2:27][CH2:28][N:29]3[CH2:34][CH2:33][O:32][CH2:31][CH2:30]3)=[C:20]([O:23][CH3:24])[CH:21]=2)[N:16]=[CH:15][N:14]=1.[CH2:35]([N:38]1[CH2:42][CH2:41][CH2:40][C:39]1=[O:43])[C:36]#[CH:37].C(NC(C)C)(C)C. The catalyst is C(OCC)(=O)C.[Pd](Cl)Cl.C1(P(C2C=CC=CC=2)C2C=CC=CC=2)C=CC=CC=1.C1(P(C2C=CC=CC=2)C2C=CC=CC=2)C=CC=CC=1.[Cu]I. The product is [Cl:1][C:2]1[CH:10]=[C:9]([C:37]#[C:36][CH2:35][N:38]2[CH2:42][CH2:41][CH2:40][C:39]2=[O:43])[C:5]2[O:6][CH2:7][O:8][C:4]=2[C:3]=1[NH:12][C:13]1[C:22]2[C:17](=[CH:18][C:19]([O:25][CH2:26][CH2:27][CH2:28][N:29]3[CH2:34][CH2:33][O:32][CH2:31][CH2:30]3)=[C:20]([O:23][CH3:24])[CH:21]=2)[N:16]=[CH:15][N:14]=1. The yield is 0.400. (2) The reactants are [CH2:1]([O:3][C:4](=[O:20])[C:5](=O)/[CH:6]=[C:7](/[C:9]1[CH:14]=[CH:13][CH:12]=[C:11]([C:15]([F:18])([F:17])[F:16])[CH:10]=1)\[O-])[CH3:2].[Li+].Cl.[C:23]1([CH3:31])[CH:28]=[CH:27][C:26]([NH:29][NH2:30])=[CH:25][CH:24]=1. No catalyst specified. The product is [CH3:31][C:23]1[CH:28]=[CH:27][C:26]([N:29]2[C:7]([C:9]3[CH:14]=[CH:13][CH:12]=[C:11]([C:15]([F:18])([F:17])[F:16])[CH:10]=3)=[CH:6][C:5]([C:4]([O:3][CH2:1][CH3:2])=[O:20])=[N:30]2)=[CH:25][CH:24]=1. The yield is 0.670. (3) The reactants are [Cl:1][C:2]1[CH:15]=[CH:14][C:5]([CH2:6][N:7]2[CH2:12][CH2:11][CH:10]([NH2:13])[CH2:9][CH2:8]2)=[CH:4][C:3]=1[O:16][CH2:17][CH3:18].[CH3:19][C:20]1[CH:28]=[CH:27][C:26]([CH3:29])=[CH:25][C:21]=1[C:22](O)=[O:23]. No catalyst specified. The product is [Cl:1][C:2]1[CH:15]=[CH:14][C:5]([CH2:6][N:7]2[CH2:12][CH2:11][CH:10]([NH:13][C:22](=[O:23])[C:21]3[CH:25]=[C:26]([CH3:29])[CH:27]=[CH:28][C:20]=3[CH3:19])[CH2:9][CH2:8]2)=[CH:4][C:3]=1[O:16][CH2:17][CH3:18]. The yield is 0.100.